The task is: Predict the reactants needed to synthesize the given product.. This data is from Retrosynthesis with 50K atom-mapped reactions and 10 reaction types from USPTO. (1) Given the product CCNc1cc(Cl)nc(N)[n+]1[O-], predict the reactants needed to synthesize it. The reactants are: CCNc1cc(Cl)nc(N)n1.O=C(OO)c1cccc(Cl)c1. (2) The reactants are: CC(=O)Cl.CN1CCC(c2c[nH]c3ccc(N)cc23)CC1. Given the product CC(=O)Nc1ccc2[nH]cc(C3CCN(C)CC3)c2c1, predict the reactants needed to synthesize it. (3) Given the product Cc1ccc(NC(=O)Nc2ccc(-c3nsc(NC(=O)N4CCCC4=O)c3C(N)=O)cc2)cc1, predict the reactants needed to synthesize it. The reactants are: Cc1ccc(N=C=O)cc1.NC(=O)c1c(-c2ccc(N)cc2)nsc1NC(=O)N1CCCC1=O. (4) Given the product CC(C)(C)[SiH2]OC(C)(C)c1ccc(Nc2ncc3cc(C#N)n(C4CCCC4)c3n2)nc1, predict the reactants needed to synthesize it. The reactants are: CC(C)(C)[SiH2]OC(C)(C)c1ccc(N)nc1.N#Cc1cc2cnc(Cl)nc2n1C1CCCC1.